Dataset: Forward reaction prediction with 1.9M reactions from USPTO patents (1976-2016). Task: Predict the product of the given reaction. (1) Given the reactants [NH:1]1[C:9]2[C:4](=[N:5][CH:6]=[CH:7][CH:8]=2)[CH:3]=[CH:2]1.[H-].[Na+].Br[CH:13]([C:20]1[CH:25]=[CH:24][CH:23]=[CH:22][CH:21]=1)[C:14]1[CH:19]=[CH:18][CH:17]=[CH:16][CH:15]=1.O, predict the reaction product. The product is: [C:14]1([CH:13]([C:20]2[CH:21]=[CH:22][CH:23]=[CH:24][CH:25]=2)[N:1]2[C:9]3[C:4](=[N:5][CH:6]=[CH:7][CH:8]=3)[CH:3]=[CH:2]2)[CH:19]=[CH:18][CH:17]=[CH:16][CH:15]=1. (2) Given the reactants C1COCC1.Br[CH:7]1[CH2:9][CH2:8]1.[F:10][C:11]1[CH:18]=[CH:17][CH:16]=[CH:15][C:12]=1[C:13]#[N:14].[BH4-].[Na+], predict the reaction product. The product is: [CH:7]1([CH:13]([C:12]2[CH:15]=[CH:16][CH:17]=[CH:18][C:11]=2[F:10])[NH2:14])[CH2:9][CH2:8]1. (3) Given the reactants [O:1]=[CH:2][C@@H:3]([C@H:5]([C@@H:7]([CH2:9][OH:10])[OH:8])[OH:6])[OH:4].[CH2:11]([OH:13])C, predict the reaction product. The product is: [O:1]=[CH:2][C@@H:3]([C@H:5]([C@@H:7]([C@@H:9]([CH2:11][OH:13])[OH:10])[OH:8])[OH:6])[OH:4].[O:1]=[CH:2][C@@H:3]([C@H:5]([C@@H:7]([CH2:9][OH:10])[OH:8])[OH:6])[OH:4].